From a dataset of Experimental lipophilicity measurements (octanol/water distribution) for 4,200 compounds from AstraZeneca. Regression/Classification. Given a drug SMILES string, predict its absorption, distribution, metabolism, or excretion properties. Task type varies by dataset: regression for continuous measurements (e.g., permeability, clearance, half-life) or binary classification for categorical outcomes (e.g., BBB penetration, CYP inhibition). For this dataset (lipophilicity_astrazeneca), we predict Y. (1) The compound is Cc1ccc(-n2nc(C(C)(C)C)cc2NC(=O)Nc2ccc(OCCN3CCOCC3)c3ccccc23)cc1. The Y is 4.49 logD. (2) The molecule is COc1ccc2c(C)cc(N[C@H]3CC[C@H](NCc4cn(C)c5ccccc45)C3)nc2c1. The Y is 2.53 logD. (3) The molecule is CC[C@@]1(O)C(=O)OCc2c1cc1n(c2=O)Cc2cc3c(CN(C)C)c(O)ccc3nc2-1. The Y is 0.310 logD. (4) The molecule is CC(=O)NCC(NC(=O)C1(N)CCN(c2ncnc3[nH]ccc23)CC1)c1ccc(Cl)cc1. The Y is 2.40 logD. (5) The compound is CN[C@@H](C)C(=O)N[C@H](C(=O)N[C@H]1CCCN(CCc2ccccn2)C1)C(C)(C)C. The Y is -0.550 logD. (6) The compound is CC(C)Oc1ccc2c(=O)c(-c3ccccc3)coc2c1. The Y is 4.07 logD.